This data is from Reaction yield outcomes from USPTO patents with 853,638 reactions. The task is: Predict the reaction yield, written as a fraction of the theoretical maximum amount of product (1.0 means a 100% yield; for example, 0.34 means a 34% yield). (1) The reactants are Br[C:2]1[CH:7]=[CH:6][CH:5]=[C:4]([Cl:8])[CH:3]=1.[Li]CCCC.CCCCCC.CON(C)[C:23]([C@@H:25]1[CH2:30][CH2:29][CH2:28][N:27]([C:31]([O:33][C:34]([CH3:37])([CH3:36])[CH3:35])=[O:32])[CH2:26]1)=[O:24]. The catalyst is C1COCC1. The product is [Cl:8][C:4]1[CH:3]=[C:2]([CH:7]=[CH:6][CH:5]=1)[C:23]([C@@H:25]1[CH2:30][CH2:29][CH2:28][N:27]([C:31]([O:33][C:34]([CH3:37])([CH3:36])[CH3:35])=[O:32])[CH2:26]1)=[O:24]. The yield is 1.00. (2) The reactants are C([O:3][C:4]([C:6]1[C:15](=[O:16])[C:14]2[C:9](=[N:10][C:11](F)=[C:12]([CH2:17][C:18]3[CH:23]=[CH:22][CH:21]=[C:20]([Cl:24])[C:19]=3[F:25])[CH:13]=2)[N:8]([C@H:27]([C:32](C)(C)[O:33][SiH2]C(C)(C)C)[C:28]([CH3:31])([CH3:30])[CH3:29])[CH:7]=1)=[O:5])C.[NH:41]1[CH2:46][CH2:45][O:44][CH2:43][CH2:42]1.[OH-].[Na+]. The product is [CH3:31][C:28]([C@H:27]([N:8]1[C:9]2[C:14](=[CH:13][C:12]([CH2:17][C:18]3[CH:23]=[CH:22][CH:21]=[C:20]([Cl:24])[C:19]=3[F:25])=[C:11]([N:41]3[CH2:46][CH2:45][O:44][CH2:43][CH2:42]3)[N:10]=2)[C:15](=[O:16])[C:6]([C:4]([OH:5])=[O:3])=[CH:7]1)[CH2:32][OH:33])([CH3:29])[CH3:30]. The yield is 0.960. The catalyst is CO. (3) The reactants are [NH2:1][C:2]1[N:7]=[CH:6][N:5]=[C:4]2[N:8]([C@@H:25]3[CH2:30][CH2:29][CH2:28][N:27](C(OC(C)(C)C)=O)[CH2:26]3)[N:9]=[C:10]([C:11]3[CH:16]=[CH:15][C:14]([O:17][C:18]4[CH:23]=[CH:22][CH:21]=[CH:20][CH:19]=4)=[CH:13][C:12]=3[F:24])[C:3]=12. The catalyst is FC(F)(F)C(O)=O. The product is [F:24][C:12]1[CH:13]=[C:14]([O:17][C:18]2[CH:23]=[CH:22][CH:21]=[CH:20][CH:19]=2)[CH:15]=[CH:16][C:11]=1[C:10]1[C:3]2[C:4](=[N:5][CH:6]=[N:7][C:2]=2[NH2:1])[N:8]([C@@H:25]2[CH2:30][CH2:29][CH2:28][NH:27][CH2:26]2)[N:9]=1. The yield is 0.740. (4) The reactants are CO[C:3](=[O:15])[CH2:4][NH:5][C:6]([C:8]1[CH:9]=[N:10][CH:11]=[C:12]([F:14])[CH:13]=1)=[O:7].[CH3:16][NH2:17]. The catalyst is C(O)C. The product is [F:14][C:12]1[CH:11]=[N:10][CH:9]=[C:8]([CH:13]=1)[C:6]([NH:5][CH2:4][C:3](=[O:15])[NH:17][CH3:16])=[O:7]. The yield is 0.720. (5) The reactants are CC(C)([O-])C.[K+].[NH2:7][C:8]1[CH:13]=[CH:12][C:11]([OH:14])=[C:10]([CH3:15])[C:9]=1[F:16].[Cl:17][C:18]1[CH:23]=[C:22](Cl)[CH:21]=[CH:20][N:19]=1. The catalyst is CC(N(C)C)=O. The product is [Cl:17][C:18]1[CH:23]=[C:22]([O:14][C:11]2[CH:12]=[CH:13][C:8]([NH2:7])=[C:9]([F:16])[C:10]=2[CH3:15])[CH:21]=[CH:20][N:19]=1. The yield is 0.420. (6) The reactants are [OH:1][C:2]([C:24]1[CH:29]=[CH:28][C:27]([O:30][CH3:31])=[CH:26][C:25]=1[OH:32])([C:4]1[CH:9]=[CH:8][CH:7]=[C:6]([O:10][CH2:11][C:12]2[N:13]=[C:14]([C:18]3[CH:23]=[CH:22][CH:21]=[CH:20][CH:19]=3)[O:15][C:16]=2[CH3:17])[CH:5]=1)[CH3:3].Br[CH2:34][C:35]([O:37][CH2:38][CH3:39])=[O:36].C(=O)([O-])[O-].[K+].[K+].CN(C)C=O. The catalyst is O. The product is [C:35]([O:37][CH2:38][CH2:39][O:32][C:25]1[CH:26]=[C:27]([O:30][CH3:31])[CH:28]=[CH:29][C:24]=1[C:2]([OH:1])([C:4]1[CH:9]=[CH:8][CH:7]=[C:6]([O:10][CH2:11][C:12]2[N:13]=[C:14]([C:18]3[CH:23]=[CH:22][CH:21]=[CH:20][CH:19]=3)[O:15][C:16]=2[CH3:17])[CH:5]=1)[CH3:3])(=[O:36])[CH3:34]. The yield is 0.860. (7) The reactants are [C:1]1([N:7]2[C:11]3=[N:12][CH:13]=[CH:14][CH:15]=[C:10]3[N:9]=[C:8]2[CH:16]([NH2:18])[CH3:17])[CH:6]=[CH:5][CH:4]=[CH:3][CH:2]=1.[NH2:19][C:20]1[N:25]=[C:24](Cl)[C:23]([C:27]#[N:28])=[C:22]([CH3:29])[N:21]=1.CCN(C(C)C)C(C)C. The catalyst is CC(O)C.CO. The product is [NH2:19][C:20]1[N:21]=[C:22]([CH3:29])[C:23]([C:27]#[N:28])=[C:24]([NH:18][CH:16]([C:8]2[N:7]([C:1]3[CH:2]=[CH:3][CH:4]=[CH:5][CH:6]=3)[C:11]3=[N:12][CH:13]=[CH:14][CH:15]=[C:10]3[N:9]=2)[CH3:17])[N:25]=1. The yield is 0.400. (8) The reactants are N(C(OC(C)C)=O)=NC(OC(C)C)=O.O[CH2:16][CH2:17][N:18]([CH3:32])[CH2:19][C:20]([NH:22][C:23]1[CH:28]=[CH:27][CH:26]=[C:25]([N+:29]([O-:31])=[O:30])[CH:24]=1)=O.C(P(CCCC)CCCC)CCC.Cl. The catalyst is CCOC(C)=O. The product is [CH3:32][N:18]1[CH2:19][CH2:20][N:22]([C:23]2[CH:28]=[CH:27][CH:26]=[C:25]([N+:29]([O-:31])=[O:30])[CH:24]=2)[CH2:16][CH2:17]1. The yield is 0.790.